Predict which catalyst facilitates the given reaction. From a dataset of Catalyst prediction with 721,799 reactions and 888 catalyst types from USPTO. (1) Reactant: [CH2:1]([N:8]1[CH2:13][CH2:12][CH:11]([CH2:14][CH2:15][NH2:16])[CH2:10][CH2:9]1)[C:2]1[CH:7]=[CH:6][CH:5]=[CH:4][CH:3]=1.[CH3:17][C:18]1[NH:19][CH:20]=[C:21]([CH:23]=O)[N:22]=1.[C:25](O)(=[O:27])C.C(O[BH-](OC(=O)C)OC(=O)C)(=O)C.[Na+]. Product: [CH2:1]([N:8]1[CH2:13][CH2:12][CH:11]([CH2:14][CH2:15][N:16]2[CH2:23][C:21]3=[CH:20][N:19]=[C:18]([CH3:17])[N:22]3[C:25]2=[O:27])[CH2:10][CH2:9]1)[C:2]1[CH:7]=[CH:6][CH:5]=[CH:4][CH:3]=1. The catalyst class is: 26. (2) Reactant: [Si:1]([O:18][CH2:19][C@@H:20]1[C@H:24]2[O:25][C:26]([CH3:29])([CH3:28])[O:27][C@H:23]2[CH:22]([C:30]2[C:31](/[N:44]=[CH:45]/[N:46](C)C)=[C:32]([C:42]#[N:43])[N:33](C(OC(C)(C)C)=O)[CH:34]=2)[O:21]1)([C:14]([CH3:17])([CH3:16])[CH3:15])([C:8]1[CH:13]=[CH:12][CH:11]=[CH:10][CH:9]=1)[C:2]1[CH:7]=[CH:6][CH:5]=[CH:4][CH:3]=1.C(#N)C.N[C@@H:53]1[C:61]2[C:56](=[CH:57][CH:58]=[CH:59][CH:60]=2)[CH2:55][CH2:54]1.N1C=CC=CC=1. Product: [Si:1]([O:18][CH2:19][C@@H:20]1[C@H:24]2[O:25][C:26]([CH3:28])([CH3:29])[O:27][C@H:23]2[CH:22]([C:30]2[C:31]3[N:44]=[CH:45][N:46]=[C:42]([NH:43][C@@H:53]4[C:61]5[C:56](=[CH:57][CH:58]=[CH:59][CH:60]=5)[CH2:55][CH2:54]4)[C:32]=3[NH:33][CH:34]=2)[O:21]1)([C:14]([CH3:17])([CH3:15])[CH3:16])([C:2]1[CH:7]=[CH:6][CH:5]=[CH:4][CH:3]=1)[C:8]1[CH:13]=[CH:12][CH:11]=[CH:10][CH:9]=1. The catalyst class is: 15. (3) Reactant: [N+:1]([C:4]1[CH:5]=[C:6]([CH:16]=[CH:17][CH:18]=1)[CH2:7][NH:8][C:9](=[O:15])[O:10][C:11]([CH3:14])([CH3:13])[CH3:12])([O-])=O. Product: [NH2:1][C:4]1[CH:5]=[C:6]([CH:16]=[CH:17][CH:18]=1)[CH2:7][NH:8][C:9](=[O:15])[O:10][C:11]([CH3:14])([CH3:13])[CH3:12]. The catalyst class is: 29. (4) Product: [CH:1]([N:5]([CH3:28])[C:6]1[C:7]([C:20]2[CH:25]=[CH:24][CH:23]=[CH:22][CH:21]=2)=[N:8][C:9]2[C:14]([N:15]=1)=[CH:13][C:12]([C:16]([OH:18])=[O:17])=[CH:11][CH:10]=2)([CH2:3][CH3:4])[CH3:2]. Reactant: [CH:1]([NH:5][C:6]1[C:7]([C:20]2[CH:25]=[CH:24][CH:23]=[CH:22][CH:21]=2)=[N:8][C:9]2[C:14]([N:15]=1)=[CH:13][C:12]([C:16]([O:18]C)=[O:17])=[CH:11][CH:10]=2)([CH2:3][CH3:4])[CH3:2].[H-].[Na+].[CH3:28]I.Cl. The catalyst class is: 7. (5) Reactant: [I:1][C:2]1[CH:3]=[C:4]([OH:8])[CH:5]=[CH:6][CH:7]=1.C(=O)([O-])[O-].[K+].[K+].Br[CH2:16][C:17]([O:19][C:20]([CH3:23])([CH3:22])[CH3:21])=[O:18].O. Product: [I:1][C:2]1[CH:3]=[C:4]([CH:5]=[CH:6][CH:7]=1)[O:8][CH2:16][C:17]([O:19][C:20]([CH3:23])([CH3:22])[CH3:21])=[O:18]. The catalyst class is: 9. (6) Reactant: [N:1]1[C:2]([C:10]([NH:12][C@@H:13]2[CH2:18][CH2:17][C@H:16]([NH:19]C(=O)OC(C)(C)C)[CH2:15][CH2:14]2)=[O:11])=[CH:3][N:4]2[CH:9]=[CH:8][CH:7]=[CH:6][C:5]=12. Product: [NH2:19][C@@H:16]1[CH2:15][CH2:14][C@H:13]([NH:12][C:10]([C:2]2[N:1]=[C:5]3[CH:6]=[CH:7][CH:8]=[CH:9][N:4]3[CH:3]=2)=[O:11])[CH2:18][CH2:17]1. The catalyst class is: 33.